This data is from Forward reaction prediction with 1.9M reactions from USPTO patents (1976-2016). The task is: Predict the product of the given reaction. (1) Given the reactants [NH2:1][C@H:2]([C:4]1[N:5]([C:16]2[CH:21]=[CH:20][CH:19]=[CH:18][CH:17]=2)[C:6](=[O:15])[C:7]2[C:12]([CH:13]=1)=[CH:11][CH:10]=[CH:9][C:8]=2[Cl:14])[CH3:3].Cl[C:23]1[N:31]=[CH:30][N:29]=[C:28]2[C:24]=1[N:25]=[CH:26][N:27]2[CH:32]1[CH2:37][CH2:36][CH2:35][CH2:34][O:33]1.CC(O)C.C(N(CC)CC)C, predict the reaction product. The product is: [Cl:14][C:8]1[CH:9]=[CH:10][CH:11]=[C:12]2[C:7]=1[C:6](=[O:15])[N:5]([C:16]1[CH:21]=[CH:20][CH:19]=[CH:18][CH:17]=1)[C:4]([C@@H:2]([NH:1][C:23]1[N:31]=[CH:30][N:29]=[C:28]3[C:24]=1[N:25]=[CH:26][N:27]3[CH:32]1[CH2:37][CH2:36][CH2:35][CH2:34][O:33]1)[CH3:3])=[CH:13]2. (2) The product is: [CH3:1][C:2]1[C:3]([N:9]2[CH2:10][CH2:11][N:12]([C:15]([C:17]3[CH:22]=[CH:21][C:20]([N:23]4[CH:27]([CH3:28])[C:26](=[O:29])[NH:25][C:24]4=[O:39])=[CH:19][CH:18]=3)=[O:16])[CH2:13][CH2:14]2)=[N:4][CH:5]=[C:6]([CH3:8])[CH:7]=1. Given the reactants [CH3:1][C:2]1[C:3]([N:9]2[CH2:14][CH2:13][N:12]([C:15]([C:17]3[CH:22]=[CH:21][C:20]([N:23]4[CH:27]([CH3:28])[C:26](=[O:29])[N:25](CC5C=CC(OC)=CC=5)[C:24]4=[O:39])=[CH:19][CH:18]=3)=[O:16])[CH2:11][CH2:10]2)=[N:4][CH:5]=[C:6]([CH3:8])[CH:7]=1.FC(F)(F)S(O)(=O)=O.C(=O)([O-])O.[Na+], predict the reaction product. (3) Given the reactants [F:1][C:2]1[N:7]=[C:6]([C:8]2[N:9]([CH2:13][C:14]3[N:19]=[N:18][C:17]([NH2:20])=[CH:16][C:15]=3[CH2:21][CH2:22][CH3:23])[CH:10]=[CH:11][N:12]=2)[CH:5]=[CH:4][CH:3]=1.Cl[CH2:25][CH:26]=O.CCOC(C)=O, predict the reaction product. The product is: [F:1][C:2]1[N:7]=[C:6]([C:8]2[N:9]([CH2:13][C:14]3[C:15]([CH2:21][CH2:22][CH3:23])=[CH:16][C:17]4[N:18]([CH:25]=[CH:26][N:20]=4)[N:19]=3)[CH:10]=[CH:11][N:12]=2)[CH:5]=[CH:4][CH:3]=1. (4) The product is: [C:28]([C:2]1[CH:7]=[CH:6][C:5]([C:2]2[CH:7]=[CH:6][CH:5]=[CH:4][C:3]=2[C:15]2[CH:16]=[CH:17][C:12]([C:9](=[O:11])[CH3:10])=[CH:13][CH:14]=2)=[CH:4][CH:3]=1)(=[O:23])[CH3:27]. Given the reactants Br[C:2]1[CH:7]=[CH:6][CH:5]=[CH:4][C:3]=1Br.[C:9]([C:12]1[CH:17]=[CH:16][C:15](B(O)O)=[CH:14][CH:13]=1)(=[O:11])[CH3:10].[K].O.[O:23]1[CH2:28][CH2:27]OCC1, predict the reaction product. (5) The product is: [CH3:33][O:32][C:29]1[CH:30]=[C:31]2[C:26]([C:25]([C:34]3[CH:35]=[CH:36][CH:37]=[CH:38][CH:39]=3)=[N:24][N:23]=[C:22]2[NH:1][CH:2]2[CH2:3][CH2:4][N:5]([CH2:8][C:9]3[CH:18]=[CH:17][C:16]4[C:11](=[CH:12][CH:13]=[CH:14][CH:15]=4)[CH:10]=3)[CH2:6][CH2:7]2)=[CH:27][CH:28]=1. Given the reactants [NH2:1][CH:2]1[CH2:7][CH2:6][N:5]([CH2:8][C:9]2[CH:18]=[CH:17][C:16]3[C:11](=[CH:12][CH:13]=[CH:14][CH:15]=3)[CH:10]=2)[CH2:4][CH2:3]1.[Cl-].[NH4+].Cl[C:22]1[C:31]2[C:26](=[CH:27][CH:28]=[C:29]([O:32][CH3:33])[CH:30]=2)[C:25]([C:34]2[CH:39]=[CH:38][CH:37]=[CH:36][CH:35]=2)=[N:24][N:23]=1.[OH-].[Na+], predict the reaction product. (6) Given the reactants S(C1C=CC(C)=CC=1)(O)(=O)=O.[CH2:12]([O:19][C:20](=[O:31])[C@@H:21]([CH2:23][CH2:24][C:25]1[CH:30]=[CH:29][CH:28]=[CH:27][CH:26]=1)[NH2:22])[C:13]1[CH:18]=[CH:17][CH:16]=[CH:15][CH:14]=1.C(=O)(O)[O-].[Na+], predict the reaction product. The product is: [CH2:12]([O:19][C:20](=[O:31])[C@@H:21]([CH2:23][CH2:24][C:25]1[CH:30]=[CH:29][CH:28]=[CH:27][CH:26]=1)[NH2:22])[C:13]1[CH:14]=[CH:15][CH:16]=[CH:17][CH:18]=1. (7) Given the reactants [F:1][C:2]1[CH:9]=[CH:8][C:5]([CH:6]=O)=[CH:4][CH:3]=1.[C:10](=[O:17])([O:12][C:13]([CH3:16])([CH3:15])[CH3:14])[NH2:11].[C:18]1([CH3:28])[CH:23]=[CH:22][C:21]([S:24]([O-])(=[O:26])=[O:25])=[CH:20][CH:19]=1.[Na+].Cl[Si](C)(C)C, predict the reaction product. The product is: [F:1][C:2]1[CH:9]=[CH:8][C:5]([CH:6]([NH:11][C:10](=[O:17])[O:12][C:13]([CH3:16])([CH3:15])[CH3:14])[S:24]([C:21]2[CH:22]=[CH:23][C:18]([CH3:28])=[CH:19][CH:20]=2)(=[O:26])=[O:25])=[CH:4][CH:3]=1.